The task is: Predict the product of the given reaction.. This data is from Forward reaction prediction with 1.9M reactions from USPTO patents (1976-2016). (1) Given the reactants [CH3:1][C:2]1[C:6]([CH:7]2[CH2:12][CH2:11][N:10]([CH3:13])[CH2:9][CH2:8]2)=[C:5]([CH3:14])[NH:4][C:3]=1[C:15](O)=[O:16].C(OCC)(OCC)OCC, predict the reaction product. The product is: [CH3:1][C:2]1[C:6]([CH:7]2[CH2:12][CH2:11][N:10]([CH3:13])[CH2:9][CH2:8]2)=[C:5]([CH3:14])[NH:4][C:3]=1[CH:15]=[O:16]. (2) Given the reactants [Br:1][C:2]1[CH:7]=[CH:6][C:5]([C@@H:8]2[CH2:10][C@H:9]2[C:11]([O:13]CC)=[O:12])=[CH:4][CH:3]=1.[Li+].[OH-], predict the reaction product. The product is: [Br:1][C:2]1[CH:3]=[CH:4][C:5]([CH:8]2[CH2:10][CH:9]2[C:11]([OH:13])=[O:12])=[CH:6][CH:7]=1.